From a dataset of Reaction yield outcomes from USPTO patents with 853,638 reactions. Predict the reaction yield, written as a fraction of the theoretical maximum amount of product (1.0 means a 100% yield; for example, 0.34 means a 34% yield). The reactants are [CH3:1][O:2][C:3]1[N:4]=[CH:5][C:6]2[N:11]=[C:10]([N:12]=[C:13](SC)SC)[S:9][C:7]=2[N:8]=1.Cl.Cl.[NH2:20][CH2:21][C@@:22]1([OH:30])[CH:27]2[CH2:28][CH2:29][N:24]([CH2:25][CH2:26]2)[CH2:23]1.C(=O)([O-])[O-].[Cs+].[Cs+].O. The catalyst is CN(C=O)C. The product is [CH3:1][O:2][C:3]1[N:4]=[CH:5][C:6]2[N:11]=[C:10]([NH:12][C:13]3[O:30][C@:22]4([CH2:21][N:20]=3)[CH:27]3[CH2:28][CH2:29][N:24]([CH2:25][CH2:26]3)[CH2:23]4)[S:9][C:7]=2[N:8]=1. The yield is 0.640.